This data is from TCR-epitope binding with 47,182 pairs between 192 epitopes and 23,139 TCRs. The task is: Binary Classification. Given a T-cell receptor sequence (or CDR3 region) and an epitope sequence, predict whether binding occurs between them. (1) The epitope is SGPLKAEIAQRLED. The TCR CDR3 sequence is CASSEGASGVGEQFF. Result: 0 (the TCR does not bind to the epitope). (2) The epitope is ELAGIGILTV. The TCR CDR3 sequence is CSARENWDLSTDTQYF. Result: 1 (the TCR binds to the epitope). (3) The epitope is GTSGSPIINR. The TCR CDR3 sequence is CASSLSPEYEQYF. Result: 1 (the TCR binds to the epitope). (4) The epitope is LLWNGPMAV. The TCR CDR3 sequence is CASIPGQGVYRETQYF. Result: 1 (the TCR binds to the epitope). (5) The epitope is YFPLQSYGF. The TCR CDR3 sequence is CASSETGQDEKLFF. Result: 1 (the TCR binds to the epitope). (6) The epitope is PROT_97E67BCC. The TCR CDR3 sequence is CASSWNRAGDGYTF. Result: 0 (the TCR does not bind to the epitope).